This data is from Forward reaction prediction with 1.9M reactions from USPTO patents (1976-2016). The task is: Predict the product of the given reaction. (1) Given the reactants [O:1]1[C:6]2[CH:7]=[CH:8][C:9]([NH:11][C:12]3[N:17]=[C:16]([C:18]4[C:19]([C:27]5[CH:28]=[C:29]([NH:33][C:34](=O)[C:35]6[CH:40]=[CH:39][CH:38]=[CH:37][CH:36]=6)[CH:30]=[CH:31][CH:32]=5)=[N:20][N:21]5[CH:26]=[CH:25][CH:24]=[CH:23][C:22]=45)[CH:15]=[CH:14][N:13]=3)=[CH:10][C:5]=2[O:4][CH2:3][CH2:2]1.COC1C=CC(P2(SP(C3C=CC(OC)=CC=3)(=S)S2)=[S:51])=CC=1, predict the reaction product. The product is: [O:1]1[C:6]2[CH:7]=[CH:8][C:9]([NH:11][C:12]3[N:17]=[C:16]([C:18]4[C:19]([C:27]5[CH:28]=[C:29]([NH:33][C:34](=[S:51])[C:35]6[CH:40]=[CH:39][CH:38]=[CH:37][CH:36]=6)[CH:30]=[CH:31][CH:32]=5)=[N:20][N:21]5[CH:26]=[CH:25][CH:24]=[CH:23][C:22]=45)[CH:15]=[CH:14][N:13]=3)=[CH:10][C:5]=2[O:4][CH2:3][CH2:2]1. (2) Given the reactants [C:1](N1C=CN=C1)(N1C=CN=C1)=[O:2].C(O)=O.[CH2:16]([O:23][NH:24][CH2:25][C@@H:26]([O:57][CH2:58][C:59]1[CH:64]=[CH:63][CH:62]=[CH:61][CH:60]=1)[C@H:27]([O:49][CH2:50][C:51]1[CH:56]=[CH:55][CH:54]=[CH:53][CH:52]=1)[C@H:28]([O:41][CH2:42][C:43]1[CH:48]=[CH:47][CH:46]=[CH:45][CH:44]=1)[CH2:29][O:30][Si:31]([CH:38]([CH3:40])[CH3:39])([CH:35]([CH3:37])[CH3:36])[CH:32]([CH3:34])[CH3:33])[C:17]1[CH:22]=[CH:21][CH:20]=[CH:19][CH:18]=1, predict the reaction product. The product is: [CH2:16]([O:23][N:24]([CH2:25][C@@H:26]([O:57][CH2:58][C:59]1[CH:64]=[CH:63][CH:62]=[CH:61][CH:60]=1)[C@H:27]([O:49][CH2:50][C:51]1[CH:52]=[CH:53][CH:54]=[CH:55][CH:56]=1)[C@H:28]([O:41][CH2:42][C:43]1[CH:48]=[CH:47][CH:46]=[CH:45][CH:44]=1)[CH2:29][O:30][Si:31]([CH:32]([CH3:34])[CH3:33])([CH:38]([CH3:40])[CH3:39])[CH:35]([CH3:37])[CH3:36])[CH:1]=[O:2])[C:17]1[CH:22]=[CH:21][CH:20]=[CH:19][CH:18]=1. (3) Given the reactants [Cl:1][C:2]1[CH:3]=[C:4](/[CH:9]=[CH:10]/[C:11]([N:13]2[CH2:19][CH2:18][C:17](=[O:20])[N:16]([CH2:21][CH2:22][CH2:23][CH2:24]I)[CH2:15][CH2:14]2)=[O:12])[CH:5]=[CH:6][C:7]=1[Cl:8].[C:26]([Si:30]([CH3:47])([CH3:46])[O:31][C@H:32]1[C@@H:37]([O:38][Si:39]([C:42]([CH3:45])([CH3:44])[CH3:43])([CH3:41])[CH3:40])[CH2:36][CH2:35][NH:34][CH2:33]1)([CH3:29])([CH3:28])[CH3:27].C(=O)([O-])[O-].[Cs+].[Cs+].C(Cl)Cl, predict the reaction product. The product is: [C:26]([Si:30]([CH3:47])([CH3:46])[O:31][CH:32]1[CH:37]([O:38][Si:39]([C:42]([CH3:45])([CH3:44])[CH3:43])([CH3:41])[CH3:40])[CH2:36][CH2:35][N:34]([CH2:24][CH2:23][CH2:22][CH2:21][N:16]2[C:17](=[O:20])[CH2:18][CH2:19][N:13]([C:11](=[O:12])/[CH:10]=[CH:9]/[C:4]3[CH:5]=[CH:6][C:7]([Cl:8])=[C:2]([Cl:1])[CH:3]=3)[CH2:14][CH2:15]2)[CH2:33]1)([CH3:29])([CH3:28])[CH3:27]. (4) Given the reactants [CH3:1][NH:2]C(C1C(=O)C(C2C=CN=C(C(F)(F)F)C=2)=C(C)N(C(C2C=CC(Br)=CN=2)C)C=1)=O.[CH2:32]([NH:34][C:35]([C:37]1[C:38](=[O:63])[C:39]([C:53]2[CH:58]=[CH:57][N:56]=[C:55]([C:59]([F:62])([F:61])[F:60])[CH:54]=2)=[C:40]([CH3:52])[N:41]([CH:43]([C:45]2[CH:50]=[CH:49][C:48](Br)=[CH:47][N:46]=2)[CH3:44])[CH:42]=1)=[O:36])[CH3:33], predict the reaction product. The product is: [CH2:32]([NH:34][C:35]([C:37]1[C:38](=[O:63])[C:39]([C:53]2[CH:58]=[CH:57][N:56]=[C:55]([C:59]([F:62])([F:61])[F:60])[CH:54]=2)=[C:40]([CH3:52])[N:41]([CH:43]([C:45]2[CH:50]=[CH:49][C:48]([C:1]#[N:2])=[CH:47][N:46]=2)[CH3:44])[CH:42]=1)=[O:36])[CH3:33]. (5) The product is: [CH3:1][O:2][C:3]1[CH:4]=[C:5]2[C:10](=[CH:11][CH:12]=1)[CH2:9][CH:8]([CH2:13][C:14]([N:17]1[CH2:22][CH2:21][CH2:20][CH2:19][CH2:18]1)=[O:16])[CH2:7][CH2:6]2. Given the reactants [CH3:1][O:2][C:3]1[CH:4]=[C:5]2[C:10](=[CH:11][CH:12]=1)[CH2:9][CH:8]([CH2:13][C:14]([OH:16])=O)[CH2:7][CH2:6]2.[NH:17]1[CH2:22][CH2:21][CH2:20][CH2:19][CH2:18]1.CCN=C=NCCCN(C)C.C1C=CC2N(O)N=NC=2C=1, predict the reaction product. (6) Given the reactants [O:1]1[C:5]2([CH2:10][CH2:9][CH:8]([CH:11]3[CH2:16][CH2:15][NH:14][CH2:13][CH2:12]3)[CH2:7][CH2:6]2)OCC1.C(=O)(O)[O-].[Na+].[C:22](O[C:22]([O:24][C:25]([CH3:28])([CH3:27])[CH3:26])=[O:23])([O:24][C:25]([CH3:28])([CH3:27])[CH3:26])=[O:23], predict the reaction product. The product is: [O:1]=[C:5]1[CH2:6][CH2:7][CH:8]([CH:11]2[CH2:12][CH2:13][N:14]([C:22]([O:24][C:25]([CH3:28])([CH3:27])[CH3:26])=[O:23])[CH2:15][CH2:16]2)[CH2:9][CH2:10]1. (7) Given the reactants [CH2:1]([O:3][C:4]1[C:9]([C:10](=[O:13])[NH:11][CH3:12])=[CH:8][N:7]=[C:6]([CH2:14][NH:15][C:16]([NH:18][C:19]([O:21][CH2:22][CH:23]2[C:35]3[CH:34]=[CH:33][CH:32]=[CH:31][C:30]=3[C:29]3[C:24]2=[CH:25][CH:26]=[CH:27][CH:28]=3)=[O:20])=S)[CH:5]=1)[CH3:2], predict the reaction product. The product is: [CH2:1]([O:3][C:4]1[C:9]([C:10](=[O:13])[NH:11][CH3:12])=[CH:8][N:7]2[C:16](=[N:18][C:19](=[O:20])[O:21][CH2:22][CH:23]3[C:35]4[CH:34]=[CH:33][CH:32]=[CH:31][C:30]=4[C:29]4[C:24]3=[CH:25][CH:26]=[CH:27][CH:28]=4)[NH:15][CH:14]=[C:6]2[CH:5]=1)[CH3:2].